Dataset: Retrosynthesis with 50K atom-mapped reactions and 10 reaction types from USPTO. Task: Predict the reactants needed to synthesize the given product. The reactants are: CC(C)N1CCNCC1.O=Cc1cccc(C(=O)O)c1. Given the product CC(C)N1CCN(C(=O)c2cccc(C=O)c2)CC1, predict the reactants needed to synthesize it.